This data is from Reaction yield outcomes from USPTO patents with 853,638 reactions. The task is: Predict the reaction yield, written as a fraction of the theoretical maximum amount of product (1.0 means a 100% yield; for example, 0.34 means a 34% yield). (1) The product is [C:25]1([C:22]2[C:21]([C:31]([F:34])([F:33])[F:32])=[C:20]([C:19]3[O:18][N:17]=[C:16]4[C:10]5[CH:9]=[CH:8][C:7]([CH:5]([OH:6])[CH2:4][OH:3])=[CH:12][C:11]=5[O:13][CH2:14][C:15]=34)[O:24][N:23]=2)[CH:26]=[CH:27][CH:28]=[CH:29][CH:30]=1. No catalyst specified. The reactants are CC1(C)[O:6][CH:5]([C:7]2[CH:8]=[CH:9][C:10]3[C:16]4=[N:17][O:18][C:19]([C:20]5[O:24][N:23]=[C:22]([C:25]6[CH:30]=[CH:29][CH:28]=[CH:27][CH:26]=6)[C:21]=5[C:31]([F:34])([F:33])[F:32])=[C:15]4[CH2:14][O:13][C:11]=3[CH:12]=2)[CH2:4][O:3]1.C(O)(C(F)(F)F)=O. The yield is 1.00. (2) The reactants are C[Si](C)([CH2:9][CH:10]([OH:17])[C:11]1[CH:16]=[CH:15][CH:14]=[CH:13][CH:12]=1)C1C=CC=CN=1.[F-].[K+].C(=O)([O-])[OH:22].[K+].OO. The catalyst is CO.O. The product is [C:11]1([CH:10]([OH:17])[CH2:9][OH:22])[CH:16]=[CH:15][CH:14]=[CH:13][CH:12]=1. The yield is 0.960. (3) The reactants are [CH:1]1([CH2:6][N:7]([CH2:33][CH3:34])[C:8]2[N:13]=[C:12]3[N:14]([CH3:18])[N:15]=[C:16]([CH3:17])[C:11]3=[CH:10][C:9]=2[CH2:19][N:20]([CH2:23][C:24]2[CH:29]=[C:28]([F:30])[C:27]([F:31])=[C:26]([F:32])[CH:25]=2)[C:21]#[N:22])[CH2:5][CH2:4][CH2:3][CH2:2]1.[Cl-].[NH4+].[N-:37]=[N+:38]=[N-:39].[Na+]. The catalyst is CN(C=O)C. The product is [CH:1]1([CH2:6][N:7]([CH2:33][CH3:34])[C:8]2[N:13]=[C:12]3[N:14]([CH3:18])[N:15]=[C:16]([CH3:17])[C:11]3=[CH:10][C:9]=2[CH2:19][N:20]([CH2:23][C:24]2[CH:29]=[C:28]([F:30])[C:27]([F:31])=[C:26]([F:32])[CH:25]=2)[C:21]2[NH:39][N:38]=[N:37][N:22]=2)[CH2:5][CH2:4][CH2:3][CH2:2]1. The yield is 0.900. (4) No catalyst specified. The reactants are [NH:1]1[C:9]2[C:4](=[CH:5][CH:6]=[CH:7][CH:8]=2)[C:3]2([C:13]3=[CH:14][C:15]4[O:19][CH2:18][O:17][C:16]=4[CH:20]=[C:12]3[O:11][CH2:10]2)[C:2]1=[O:21].BrC1C=CC=C2C=1[C:25]1([C:36]3=CC4OCOC=4[CH:43]=[C:35]3[O:34][CH2:33]1)C(=O)N2.ClCC1OC=CC=1.BrCC1OC(C(F)(F)F)=CC=1. The yield is 0.400. The product is [O:34]1[CH:33]=[CH:25][CH:36]=[C:35]1[CH2:43][N:1]1[C:9]2[C:4](=[CH:5][CH:6]=[CH:7][CH:8]=2)[C:3]2([C:13]3=[CH:14][C:15]4[O:19][CH2:18][O:17][C:16]=4[CH:20]=[C:12]3[O:11][CH2:10]2)[C:2]1=[O:21].